This data is from Full USPTO retrosynthesis dataset with 1.9M reactions from patents (1976-2016). The task is: Predict the reactants needed to synthesize the given product. (1) Given the product [NH:4]1[C:12]2[C:7](=[CH:8][C:9]([C:13]3[CH:18]=[CH:17][N:16]=[C:15]([NH2:19])[N:14]=3)=[CH:10][CH:11]=2)[CH2:6][CH2:5]1, predict the reactants needed to synthesize it. The reactants are: C([N:4]1[C:12]2[C:7](=[CH:8][C:9]([C:13]3[CH:18]=[CH:17][N:16]=[C:15]([NH2:19])[N:14]=3)=[CH:10][CH:11]=2)[CH2:6][CH2:5]1)(=O)C.[OH-].[Na+].Cl. (2) Given the product [Cl:12][C:9]1[CH:8]=[C:7]([Cl:13])[CH:6]=[C:5]2[C:10]=1[CH:11]=[C:2]([N:19]1[CH2:20][CH2:21][N:16]([CH3:15])[CH2:17][CH2:18]1)[NH:3][C:4]2=[O:14], predict the reactants needed to synthesize it. The reactants are: Cl[C:2]1[NH:3][C:4](=[O:14])[C:5]2[C:10]([CH:11]=1)=[C:9]([Cl:12])[CH:8]=[C:7]([Cl:13])[CH:6]=2.[CH3:15][N:16]1[CH2:21][CH2:20][NH:19][CH2:18][CH2:17]1.